Dataset: NCI-60 drug combinations with 297,098 pairs across 59 cell lines. Task: Regression. Given two drug SMILES strings and cell line genomic features, predict the synergy score measuring deviation from expected non-interaction effect. (1) Drug 1: C1CC(C1)(C(=O)O)C(=O)O.[NH2-].[NH2-].[Pt+2]. Drug 2: C1=NC2=C(N1)C(=S)N=CN2. Cell line: SK-MEL-5. Synergy scores: CSS=21.0, Synergy_ZIP=-10.3, Synergy_Bliss=-6.05, Synergy_Loewe=-4.51, Synergy_HSA=-2.40. (2) Drug 1: C1CCC(C1)C(CC#N)N2C=C(C=N2)C3=C4C=CNC4=NC=N3. Drug 2: CC1OCC2C(O1)C(C(C(O2)OC3C4COC(=O)C4C(C5=CC6=C(C=C35)OCO6)C7=CC(=C(C(=C7)OC)O)OC)O)O. Cell line: HL-60(TB). Synergy scores: CSS=27.6, Synergy_ZIP=6.44, Synergy_Bliss=0.410, Synergy_Loewe=-32.7, Synergy_HSA=-4.56. (3) Drug 1: CC(C)CN1C=NC2=C1C3=CC=CC=C3N=C2N. Drug 2: C1C(C(OC1N2C=NC3=C2NC=NCC3O)CO)O. Cell line: MDA-MB-435. Synergy scores: CSS=6.53, Synergy_ZIP=-2.16, Synergy_Bliss=2.50, Synergy_Loewe=-0.584, Synergy_HSA=0.809. (4) Drug 1: C1=NC2=C(N=C(N=C2N1C3C(C(C(O3)CO)O)O)F)N. Drug 2: COC1=C2C(=CC3=C1OC=C3)C=CC(=O)O2. Cell line: MOLT-4. Synergy scores: CSS=71.6, Synergy_ZIP=0.720, Synergy_Bliss=3.22, Synergy_Loewe=-19.1, Synergy_HSA=2.52. (5) Drug 1: COC1=C(C=C2C(=C1)N=CN=C2NC3=CC(=C(C=C3)F)Cl)OCCCN4CCOCC4. Drug 2: C1=CC(=CC=C1C#N)C(C2=CC=C(C=C2)C#N)N3C=NC=N3. Cell line: OVCAR-4. Synergy scores: CSS=18.4, Synergy_ZIP=-3.66, Synergy_Bliss=-0.265, Synergy_Loewe=-2.29, Synergy_HSA=0.173. (6) Drug 1: C1=CC(=CC=C1CC(C(=O)O)N)N(CCCl)CCCl.Cl. Drug 2: CN(CC1=CN=C2C(=N1)C(=NC(=N2)N)N)C3=CC=C(C=C3)C(=O)NC(CCC(=O)O)C(=O)O. Cell line: U251. Synergy scores: CSS=35.6, Synergy_ZIP=-6.27, Synergy_Bliss=-3.03, Synergy_Loewe=-23.7, Synergy_HSA=-2.43. (7) Drug 1: C1CCC(CC1)NC(=O)N(CCCl)N=O. Drug 2: CS(=O)(=O)CCNCC1=CC=C(O1)C2=CC3=C(C=C2)N=CN=C3NC4=CC(=C(C=C4)OCC5=CC(=CC=C5)F)Cl. Cell line: NCI-H522. Synergy scores: CSS=39.2, Synergy_ZIP=-3.99, Synergy_Bliss=5.66, Synergy_Loewe=4.32, Synergy_HSA=6.39.